From a dataset of Full USPTO retrosynthesis dataset with 1.9M reactions from patents (1976-2016). Predict the reactants needed to synthesize the given product. (1) Given the product [ClH:36].[ClH:36].[F:1][C:2]1[C:7]([C:8]2[C:9](=[O:35])[NH:10][C:11](=[O:34])[N:12]([CH2:14][CH2:15][CH2:16][CH2:17][N:18]3[CH2:23][C@H:22]4[C@:20]([C:24]5[CH:29]=[CH:28][C:27]([C:30]([F:33])([F:32])[F:31])=[CH:26][CH:25]=5)([CH2:21]4)[CH2:19]3)[CH:13]=2)=[CH:6][CH:5]=[CH:4][N:3]=1, predict the reactants needed to synthesize it. The reactants are: [F:1][C:2]1[C:7]([C:8]2[C:9](=[O:35])[NH:10][C:11](=[O:34])[N:12]([CH2:14][CH2:15][CH2:16][CH2:17][N:18]3[CH2:23][CH:22]4[C@:20]([C:24]5[CH:29]=[CH:28][C:27]([C:30]([F:33])([F:32])[F:31])=[CH:26][CH:25]=5)([CH2:21]4)[CH2:19]3)[CH:13]=2)=[CH:6][CH:5]=[CH:4][N:3]=1.[ClH:36].O1CCOCC1. (2) Given the product [CH2:14]([N:11]1[C:6]2=[N:7][C:8]([CH2:9][CH3:10])=[C:3]([CH2:2][NH:1][C:30]([N:32]3[CH2:37][CH2:36][CH2:35][CH2:34][CH2:33]3)=[O:31])[C:4]([NH:16][CH:17]3[CH2:18][CH2:19][O:20][CH2:21][CH2:22]3)=[C:5]2[CH:13]=[N:12]1)[CH3:15], predict the reactants needed to synthesize it. The reactants are: [NH2:1][CH2:2][C:3]1[C:8]([CH2:9][CH3:10])=[N:7][C:6]2[N:11]([CH2:14][CH3:15])[N:12]=[CH:13][C:5]=2[C:4]=1[NH:16][CH:17]1[CH2:22][CH2:21][O:20][CH2:19][CH2:18]1.[I-].C[N+]1C=CN([C:30]([N:32]2[CH2:37][CH2:36][CH2:35][CH2:34][CH2:33]2)=[O:31])C=1.CCN(C(C)C)C(C)C.